Dataset: Forward reaction prediction with 1.9M reactions from USPTO patents (1976-2016). Task: Predict the product of the given reaction. (1) Given the reactants Br[C:2]1[CH:3]=[C:4]2[C:8](=[CH:9][C:10]=1[N+:11]([O-:13])=[O:12])[N:7]([CH2:14][O:15][CH2:16][CH2:17][Si:18]([CH3:21])([CH3:20])[CH3:19])[N:6]=[CH:5]2.CC1(C)C(C)(C)OB([C:30]2[CH:31]=[C:32]([CH:42]=[CH:43][CH:44]=2)[CH2:33][NH:34][C:35](=[O:41])[O:36][C:37]([CH3:40])([CH3:39])[CH3:38])O1.C(Cl)Cl.C([O-])([O-])=O.[K+].[K+], predict the reaction product. The product is: [N+:11]([C:10]1[CH:9]=[C:8]2[C:4]([CH:5]=[N:6][N:7]2[CH2:14][O:15][CH2:16][CH2:17][Si:18]([CH3:21])([CH3:20])[CH3:19])=[CH:3][C:2]=1[C:30]1[CH:31]=[C:32]([CH:42]=[CH:43][CH:44]=1)[CH2:33][NH:34][C:35](=[O:41])[O:36][C:37]([CH3:39])([CH3:40])[CH3:38])([O-:13])=[O:12]. (2) Given the reactants I[C:2]1[C:7]([O:8][CH3:9])=[N:6][CH:5]=[CH:4][N:3]=1.[C:10]([C:12]1[CH:17]=[CH:16][C:15]([C:18]2([NH:22][C:23](=[O:29])[O:24][C:25]([CH3:28])([CH3:27])[CH3:26])[CH2:21][CH2:20][CH2:19]2)=[CH:14][CH:13]=1)#[CH:11], predict the reaction product. The product is: [CH3:9][O:8][C:7]1[C:2]([C:11]#[C:10][C:12]2[CH:13]=[CH:14][C:15]([C:18]3([NH:22][C:23](=[O:29])[O:24][C:25]([CH3:27])([CH3:26])[CH3:28])[CH2:21][CH2:20][CH2:19]3)=[CH:16][CH:17]=2)=[N:3][CH:4]=[CH:5][N:6]=1. (3) Given the reactants [CH:1]1([C:4](OC)=O)C[CH2:2]1.[Br:8][C:9]1[C:16]([C:17]#[N:18])=[CH:15][CH:14]=[CH:13][C:10]=1[CH:11]=O.[NH2:19][C:20]1[CH:24]=[CH:23][NH:22][N:21]=1, predict the reaction product. The product is: [Br:8][C:9]1[C:16]([C:17]#[N:18])=[CH:15][CH:14]=[CH:13][C:10]=1[CH:11]1[C:16]([C:17]#[N:18])=[C:15]([CH:4]2[CH2:1][CH2:2]2)[NH:19][C:20]2=[N:21][NH:22][CH:23]=[C:24]12. (4) The product is: [ClH:51].[ClH:51].[O:38]=[C:34]1[CH2:35][CH2:36][CH2:37][N:33]1[C:2]1[CH:32]=[CH:31][C:5]([O:6][CH2:7][CH2:8][CH2:9][N:10]([CH2:24][C:25]2[CH:30]=[CH:29][N:28]=[CH:27][CH:26]=2)[CH2:11][CH2:12][N:13]2[CH:22]=[CH:21][C:20]3[C:15](=[CH:16][CH:17]=[CH:18][CH:19]=3)[C:14]2=[O:23])=[CH:4][CH:3]=1. Given the reactants Br[C:2]1[CH:32]=[CH:31][C:5]([O:6][CH2:7][CH2:8][CH2:9][N:10]([CH2:24][C:25]2[CH:30]=[CH:29][N:28]=[CH:27][CH:26]=2)[CH2:11][CH2:12][N:13]2[CH:22]=[CH:21][C:20]3[C:15](=[CH:16][CH:17]=[CH:18][CH:19]=3)[C:14]2=[O:23])=[CH:4][CH:3]=1.[NH:33]1[CH2:37][CH2:36][CH2:35][C:34]1=[O:38].C(=O)([O-])[O-].[K+].[K+].CNCCNC.[ClH:51], predict the reaction product. (5) Given the reactants [H-].[Na+].[N:3]1([CH2:8][CH2:9][O:10][CH2:11][C:12]2[CH:17]=[CH:16][C:15]([OH:18])=[CH:14][CH:13]=2)[CH:7]=[CH:6][N:5]=[N:4]1.[Cl:19][C:20]1[CH:25]=[CH:24][C:23]([CH:26]=[CH:27][C:28]2[O:29][CH:30]=[C:31]([CH2:33]Cl)[N:32]=2)=[C:22]([F:35])[CH:21]=1, predict the reaction product. The product is: [Cl:19][C:20]1[CH:25]=[CH:24][C:23](/[CH:26]=[CH:27]/[C:28]2[O:29][CH:30]=[C:31]([CH2:33][O:18][C:15]3[CH:14]=[CH:13][C:12]([CH2:11][O:10][CH2:9][CH2:8][N:3]4[CH:7]=[CH:6][N:5]=[N:4]4)=[CH:17][CH:16]=3)[N:32]=2)=[C:22]([F:35])[CH:21]=1. (6) Given the reactants CON(C)[C:4]([C@@H:6]1[CH2:11][CH2:10][CH2:9][N:8]([C:12]([O:14][C:15]([CH3:18])([CH3:17])[CH3:16])=[O:13])[CH2:7]1)=[O:5].[C:20]1([Mg]Br)[CH:25]=[CH:24][CH:23]=[CH:22][CH:21]=1.Cl, predict the reaction product. The product is: [C:4]([C@@H:6]1[CH2:11][CH2:10][CH2:9][N:8]([C:12]([O:14][C:15]([CH3:16])([CH3:17])[CH3:18])=[O:13])[CH2:7]1)(=[O:5])[C:20]1[CH:25]=[CH:24][CH:23]=[CH:22][CH:21]=1. (7) Given the reactants [CH2:1]([NH:3][C:4](=[O:35])[NH:5][C:6]1[N:11]=[CH:10][C:9]([C:12]2[CH:17]=[C:16]([O:18][CH:19]([CH3:21])[CH3:20])[N:15]=[C:14]([C:22](OC)=[O:23])[CH:13]=2)=[C:8]([C:26]2[S:27][CH:28]=[C:29]([C:31]([F:34])([F:33])[F:32])[N:30]=2)[CH:7]=1)[CH3:2].O.[NH2:37][NH2:38].[CH2:39]([OH:41])C, predict the reaction product. The product is: [CH2:1]([NH:3][C:4]([NH:5][C:6]1[N:11]=[CH:10][C:9]([C:12]2[CH:13]=[C:14]([C:22]3[O:23][C:39](=[O:41])[NH:37][N:38]=3)[N:15]=[C:16]([O:18][CH:19]([CH3:20])[CH3:21])[CH:17]=2)=[C:8]([C:26]2[S:27][CH:28]=[C:29]([C:31]([F:34])([F:32])[F:33])[N:30]=2)[CH:7]=1)=[O:35])[CH3:2].